This data is from Reaction yield outcomes from USPTO patents with 853,638 reactions. The task is: Predict the reaction yield, written as a fraction of the theoretical maximum amount of product (1.0 means a 100% yield; for example, 0.34 means a 34% yield). (1) The reactants are [CH3:1][C:2]1[C:3]([C@H:8]2[CH2:13][CH2:12][CH2:11][C@@H:10]([C:14]3[C:19]([CH3:20])=[CH:18][CH:17]=[CH:16][N:15]=3)[NH:9]2)=[N:4][CH:5]=[CH:6][CH:7]=1.[F:21][CH:22]([F:32])[O:23][C:24]1[CH:31]=[CH:30][CH:29]=[CH:28][C:25]=1[CH2:26]Br.CCN(C(C)C)C(C)C. The catalyst is CC#N. The product is [F:21][CH:22]([F:32])[O:23][C:24]1[CH:31]=[CH:30][CH:29]=[CH:28][C:25]=1[CH2:26][N:9]1[C@H:8]([C:3]2[C:2]([CH3:1])=[CH:7][CH:6]=[CH:5][N:4]=2)[CH2:13][CH2:12][CH2:11][C@@H:10]1[C:14]1[C:19]([CH3:20])=[CH:18][CH:17]=[CH:16][N:15]=1. The yield is 0.900. (2) The reactants are [CH2:1]([N:8]1[CH:13]2[CH2:14][CH2:15][CH:9]1[CH2:10][NH:11][CH2:12]2)[C:2]1[CH:7]=[CH:6][CH:5]=[CH:4][CH:3]=1.CCN(CC)CC.[F:23][C:24]([F:35])([F:34])[C:25](O[C:25](=[O:26])[C:24]([F:35])([F:34])[F:23])=[O:26]. The catalyst is C(Cl)Cl. The product is [CH2:1]([N:8]1[CH:13]2[CH2:14][CH2:15][CH:9]1[CH2:10][N:11]([C:25](=[O:26])[C:24]([F:35])([F:34])[F:23])[CH2:12]2)[C:2]1[CH:3]=[CH:4][CH:5]=[CH:6][CH:7]=1. The yield is 0.860. (3) The reactants are [NH:1]1[CH2:6][CH2:5][CH2:4][CH:3]([C:7]([O:9][CH2:10][CH3:11])=[O:8])[CH2:2]1.C([O-])([O-])=O.[Na+].[Na+].[C:18](Cl)(=[O:27])[O:19][CH2:20][C:21]1[CH:26]=[CH:25][CH:24]=[CH:23][CH:22]=1. The catalyst is C1COCC1.O. The product is [N:1]1([C:18]([O:19][CH2:20][C:21]2[CH:26]=[CH:25][CH:24]=[CH:23][CH:22]=2)=[O:27])[CH2:6][CH2:5][CH2:4][CH:3]([C:7]([O:9][CH2:10][CH3:11])=[O:8])[CH2:2]1. The yield is 0.770. (4) The reactants are [CH3:1][C:2]1([CH3:12])[CH2:6][C:5]2[CH:7]=[CH:8][CH:9]=[C:10]([OH:11])[C:4]=2[O:3]1.[C:13](OC(=O)C)(=[O:15])[CH3:14].N1C=CC=CC=1.O. The catalyst is C(Cl)Cl. The product is [C:13]([O:11][C:10]1[C:4]2[O:3][C:2]([CH3:12])([CH3:1])[CH2:6][C:5]=2[CH:7]=[CH:8][CH:9]=1)(=[O:15])[CH3:14]. The yield is 0.970. (5) The reactants are Cl.[CH3:2][O:3][C:4]1[CH:9]=[CH:8][CH:7]=[CH:6][C:5]=1[N:10]1[CH2:15][CH2:14][NH:13][CH2:12][CH2:11]1. The catalyst is O. The product is [CH3:2][O:3][C:4]1[CH:9]=[CH:8][CH:7]=[CH:6][C:5]=1[N:10]1[CH2:15][CH2:14][NH:13][CH2:12][CH2:11]1. The yield is 0.960. (6) The reactants are [CH3:1][C:2]1[S:6][C:5]2[NH:7][C:8]3[CH:9]=[CH:10][CH:11]=[CH:12][C:13]=3[N:14]=[C:15]([N:16]3[CH2:21][CH2:20][N:19]([CH3:22])[CH2:18][CH2:17]3)[C:4]=2[CH:3]=1.[ClH:23]. The catalyst is C(#N)C.O1CCOCC1. The product is [ClH:23].[ClH:23].[CH3:1][C:2]1[S:6][C:5]2[NH:7][C:8]3[CH:9]=[CH:10][CH:11]=[CH:12][C:13]=3[N:14]=[C:15]([N:16]3[CH2:21][CH2:20][N:19]([CH3:22])[CH2:18][CH2:17]3)[C:4]=2[CH:3]=1. The yield is 0.970. (7) The reactants are [CH3:1][O:2][C:3](=[O:6])[CH2:4]Cl.[C:7]([OH:16])(=[O:15])[C:8]1[C:9](=[CH:11][CH:12]=[CH:13][CH:14]=1)[OH:10].C(N([CH2:22][CH3:23])CC)C.[C:24](=O)([O-])[O-:25].[K+].[K+].[I-].[Na+].P(O)([O-])([O-])=[O:33].[Na+].[Na+]. The catalyst is CC(C)=O. The product is [CH3:1][O:2][C:3]([CH2:4][O:15][C:7](=[O:16])[C:8]1[CH:14]=[CH:13][CH:12]=[CH:11][C:9]=1[O:10][CH2:23][C:22]([O:25][CH3:24])=[O:33])=[O:6]. The yield is 0.587. (8) The product is [CH2:28]([N:13]([CH2:11][CH3:12])[CH2:14][CH2:15][NH:16][C:17]([C:19]1[C:23]([CH3:24])=[C:22]([CH:25]=[C:3]2[C:4]3[C:9](=[CH:8][CH:7]=[CH:6][CH:5]=3)[NH:1][C:2]2=[O:10])[NH:21][C:20]=1[CH3:27])=[O:18])[CH3:29]. The yield is 0.550. The catalyst is N1CCCCC1.C(O)C. The reactants are [NH:1]1[C:9]2[C:4](=[CH:5][CH:6]=[CH:7][CH:8]=2)[CH2:3][C:2]1=[O:10].[CH2:11]([N:13]([CH2:28][CH3:29])[CH2:14][CH2:15][NH:16][C:17]([C:19]1[C:23]([CH3:24])=[C:22]([CH:25]=O)[NH:21][C:20]=1[CH3:27])=[O:18])[CH3:12]. (9) The reactants are Cl.[N:2]1[CH:7]=[CH:6][CH:5]=[CH:4][C:3]=1[C:8](Cl)=[O:9].[CH3:11][NH:12][O:13][CH3:14]. The catalyst is C(Cl)Cl. The product is [CH3:14][O:13][N:12]([CH3:11])[C:8]([C:3]1[CH:4]=[CH:5][CH:6]=[CH:7][N:2]=1)=[O:9]. The yield is 0.770. (10) The product is [CH2:1]([O:3][C:4](=[O:28])[CH2:5][C:6]1[CH:11]=[C:10]([C:34]2[CH:35]=[CH:36][C:31]([C:30]([F:41])([F:40])[F:29])=[CH:32][CH:33]=2)[CH:9]=[C:8]([O:20][CH2:21][C:22]2[CH:23]=[CH:24][CH:25]=[CH:26][CH:27]=2)[CH:7]=1)[CH3:2]. The catalyst is CCOC(C)=O. The reactants are [CH2:1]([O:3][C:4](=[O:28])[CH2:5][C:6]1[CH:11]=[C:10](OS(C(F)(F)F)(=O)=O)[CH:9]=[C:8]([O:20][CH2:21][C:22]2[CH:27]=[CH:26][CH:25]=[CH:24][CH:23]=2)[CH:7]=1)[CH3:2].[F:29][C:30]([F:41])([F:40])[C:31]1[CH:36]=[CH:35][C:34](B(O)O)=[CH:33][CH:32]=1.COCCOC.C([O-])([O-])=O.[Na+].[Na+]. The yield is 1.00.